From a dataset of Full USPTO retrosynthesis dataset with 1.9M reactions from patents (1976-2016). Predict the reactants needed to synthesize the given product. (1) Given the product [Br:6][C:7]1[C:8]([F:25])=[CH:9][C:10]([NH2:22])=[C:11]([O:13][C:14]2[CH:19]=[CH:18][CH:17]=[CH:16][C:15]=2[O:20][CH3:21])[CH:12]=1, predict the reactants needed to synthesize it. The reactants are: C(O)(=O)C.O.[Br:6][C:7]1[CH:12]=[C:11]([O:13][C:14]2[CH:19]=[CH:18][CH:17]=[CH:16][C:15]=2[O:20][CH3:21])[C:10]([N+:22]([O-])=O)=[CH:9][C:8]=1[F:25]. (2) Given the product [Cl:12][C:8]1[CH:9]=[CH:10][CH:11]=[C:2]([CH:13]2[CH2:17][CH2:16][CH2:15][CH2:14]2)[C:3]=1[C:4]([O:6][CH3:7])=[O:5], predict the reactants needed to synthesize it. The reactants are: Br[C:2]1[CH:11]=[CH:10][CH:9]=[C:8]([Cl:12])[C:3]=1[C:4]([O:6][CH3:7])=[O:5].[C:13]1(B2OC(C)(C)C(C)(C)O2)[CH2:17][CH2:16][CH2:15][CH:14]=1.C([O-])([O-])=O.[Na+].[Na+].O1CCOCC1.O. (3) Given the product [CH2:11]([P:7]([OH:9])([CH2:3][CH2:2][C:1]([OH:5])=[O:4])=[O:8])[CH2:12][CH3:13], predict the reactants needed to synthesize it. The reactants are: [C:1]([OH:5])(=[O:4])[CH:2]=[CH2:3].O.[PH2:7]([O-:9])=[O:8].[Na+].[CH2:11]=[CH:12][CH3:13]. (4) The reactants are: Br[C:2]1[CH:3]=[C:4]2[C:9](=[CH:10][CH:11]=1)[C:8](=[O:12])[NH:7][N:6]=[C:5]2[Cl:13].BrC1C=C2C(C(Cl)=NNC2=O)=CC=1.[C:27]([O:31][C:32]([N:34]1[CH2:39][CH2:38][N:37]([C:40]2[CH:45]=[CH:44][C:43]([O:46][CH3:47])=[CH:42][C:41]=2[CH2:48][NH2:49])[CH2:36][CH2:35]1)=[O:33])([CH3:30])([CH3:29])[CH3:28].C1C=CC(P(C2C(C3C(P(C4C=CC=CC=4)C4C=CC=CC=4)=CC=C4C=3C=CC=C4)=C3C(C=CC=C3)=CC=2)C2C=CC=CC=2)=CC=1.CC([O-])(C)C.[Na+]. Given the product [C:27]([O:31][C:32]([N:34]1[CH2:39][CH2:38][N:37]([C:40]2[CH:45]=[CH:44][C:43]([O:46][CH3:47])=[CH:42][C:41]=2[CH2:48][NH:49][C:2]2[CH:3]=[C:4]3[C:9](=[CH:10][CH:11]=2)[C:8](=[O:12])[NH:7][N:6]=[C:5]3[Cl:13])[CH2:36][CH2:35]1)=[O:33])([CH3:30])([CH3:28])[CH3:29], predict the reactants needed to synthesize it.